Task: Regression. Given two drug SMILES strings and cell line genomic features, predict the synergy score measuring deviation from expected non-interaction effect.. Dataset: NCI-60 drug combinations with 297,098 pairs across 59 cell lines (1) Drug 1: CN1C(=O)N2C=NC(=C2N=N1)C(=O)N. Drug 2: C1=NC2=C(N1)C(=S)N=CN2. Cell line: UACC62. Synergy scores: CSS=15.4, Synergy_ZIP=-2.73, Synergy_Bliss=0.0743, Synergy_Loewe=-36.8, Synergy_HSA=-1.24. (2) Drug 1: C1CC(=O)NC(=O)C1N2CC3=C(C2=O)C=CC=C3N. Drug 2: CC12CCC3C(C1CCC2=O)CC(=C)C4=CC(=O)C=CC34C. Cell line: DU-145. Synergy scores: CSS=44.8, Synergy_ZIP=0.289, Synergy_Bliss=-0.413, Synergy_Loewe=-15.1, Synergy_HSA=1.26. (3) Drug 1: CC1=CC2C(CCC3(C2CCC3(C(=O)C)OC(=O)C)C)C4(C1=CC(=O)CC4)C. Drug 2: CC(C1=C(C=CC(=C1Cl)F)Cl)OC2=C(N=CC(=C2)C3=CN(N=C3)C4CCNCC4)N. Cell line: A549. Synergy scores: CSS=7.09, Synergy_ZIP=-7.42, Synergy_Bliss=-7.81, Synergy_Loewe=-18.2, Synergy_HSA=-7.15. (4) Drug 1: C1CCC(CC1)NC(=O)N(CCCl)N=O. Drug 2: C1=NC2=C(N=C(N=C2N1C3C(C(C(O3)CO)O)O)F)N. Cell line: SN12C. Synergy scores: CSS=23.4, Synergy_ZIP=-8.63, Synergy_Bliss=-2.28, Synergy_Loewe=-12.2, Synergy_HSA=-2.52. (5) Drug 1: CC1C(C(CC(O1)OC2CC(CC3=C2C(=C4C(=C3O)C(=O)C5=C(C4=O)C(=CC=C5)OC)O)(C(=O)C)O)N)O.Cl. Drug 2: C1C(C(OC1N2C=NC3=C(N=C(N=C32)Cl)N)CO)O. Cell line: SK-MEL-5. Synergy scores: CSS=11.6, Synergy_ZIP=3.12, Synergy_Bliss=10.2, Synergy_Loewe=6.15, Synergy_HSA=6.36. (6) Drug 1: CC1OCC2C(O1)C(C(C(O2)OC3C4COC(=O)C4C(C5=CC6=C(C=C35)OCO6)C7=CC(=C(C(=C7)OC)O)OC)O)O. Drug 2: CC1=CC2C(CCC3(C2CCC3(C(=O)C)OC(=O)C)C)C4(C1=CC(=O)CC4)C. Cell line: NCI-H322M. Synergy scores: CSS=2.15, Synergy_ZIP=0.142, Synergy_Bliss=0.0713, Synergy_Loewe=-8.24, Synergy_HSA=-4.09. (7) Drug 1: CN(C)C1=NC(=NC(=N1)N(C)C)N(C)C. Drug 2: C(CC(=O)O)C(=O)CN.Cl. Cell line: A549. Synergy scores: CSS=-0.775, Synergy_ZIP=-2.46, Synergy_Bliss=-4.70, Synergy_Loewe=-13.3, Synergy_HSA=-8.48. (8) Drug 1: CC1=CC2C(CCC3(C2CCC3(C(=O)C)OC(=O)C)C)C4(C1=CC(=O)CC4)C. Drug 2: C1=NC2=C(N=C(N=C2N1C3C(C(C(O3)CO)O)O)F)N. Cell line: HCT-15. Synergy scores: CSS=0.715, Synergy_ZIP=0.459, Synergy_Bliss=-1.78, Synergy_Loewe=-3.44, Synergy_HSA=-4.06. (9) Drug 1: CC1CCC2CC(C(=CC=CC=CC(CC(C(=O)C(C(C(=CC(C(=O)CC(OC(=O)C3CCCCN3C(=O)C(=O)C1(O2)O)C(C)CC4CCC(C(C4)OC)O)C)C)O)OC)C)C)C)OC. Drug 2: CC(C)NC(=O)C1=CC=C(C=C1)CNNC.Cl. Cell line: OVCAR3. Synergy scores: CSS=5.96, Synergy_ZIP=3.29, Synergy_Bliss=-1.25, Synergy_Loewe=-14.3, Synergy_HSA=-4.51. (10) Drug 1: CNC(=O)C1=CC=CC=C1SC2=CC3=C(C=C2)C(=NN3)C=CC4=CC=CC=N4. Drug 2: CC12CCC3C(C1CCC2OP(=O)(O)O)CCC4=C3C=CC(=C4)OC(=O)N(CCCl)CCCl.[Na+]. Cell line: HS 578T. Synergy scores: CSS=-3.94, Synergy_ZIP=0.365, Synergy_Bliss=-1.29, Synergy_Loewe=-6.46, Synergy_HSA=-4.22.